Dataset: Forward reaction prediction with 1.9M reactions from USPTO patents (1976-2016). Task: Predict the product of the given reaction. Given the reactants C[O:2][C:3](=[O:36])[C:4]1[CH:9]=[CH:8][C:7]([N:10]2[CH:15]=[C:14]([CH:16]([CH3:18])[CH3:17])[C@@:13]([C:20]3[CH:25]=[CH:24][C:23]([CH2:26][CH2:27][C:28]([CH3:31])([CH3:30])[CH3:29])=[C:22]([Cl:32])[CH:21]=3)([CH3:19])[NH:12][C:11]2=[O:33])=[CH:6][C:5]=1[O:34][CH3:35].CO.[OH-].[Na+], predict the reaction product. The product is: [Cl:32][C:22]1[CH:21]=[C:20]([C@@:13]2([CH3:19])[C:14]([CH:16]([CH3:18])[CH3:17])=[CH:15][N:10]([C:7]3[CH:8]=[CH:9][C:4]([C:3]([OH:36])=[O:2])=[C:5]([O:34][CH3:35])[CH:6]=3)[C:11](=[O:33])[NH:12]2)[CH:25]=[CH:24][C:23]=1[CH2:26][CH2:27][C:28]([CH3:30])([CH3:31])[CH3:29].